Dataset: Forward reaction prediction with 1.9M reactions from USPTO patents (1976-2016). Task: Predict the product of the given reaction. (1) Given the reactants [NH2:1][C:2]1[CH:6]=[C:5]([C:7]([CH3:10])([CH3:9])[CH3:8])[Se:4][C:3]=1[C:11]([NH2:13])=[O:12].S(=O)(=O)(O)O.N.[CH:20](O)=O, predict the reaction product. The product is: [C:7]([C:5]1[Se:4][C:3]2[C:11](=[O:12])[NH:13][CH:20]=[N:1][C:2]=2[CH:6]=1)([CH3:10])([CH3:8])[CH3:9]. (2) Given the reactants [F:1][C:2]1[CH:7]=[CH:6][C:5]([CH2:8][C:9]2[CH:18]=[C:17]3[C:12]([C:13]([OH:36])=[C:14]([C:31](OCC)=[O:32])[C:15](=[O:30])[N:16]3[CH2:19][CH2:20][CH2:21][N:22]3[CH2:28][CH2:27][CH2:26][CH2:25][CH2:24][C:23]3=[O:29])=[N:11][CH:10]=2)=[CH:4][CH:3]=1.[CH2:37]([CH2:39][NH2:40])[OH:38], predict the reaction product. The product is: [F:1][C:2]1[CH:3]=[CH:4][C:5]([CH2:8][C:9]2[CH:18]=[C:17]3[C:12]([C:13]([OH:36])=[C:14]([C:31]([NH:40][CH2:39][CH2:37][OH:38])=[O:32])[C:15](=[O:30])[N:16]3[CH2:19][CH2:20][CH2:21][N:22]3[CH2:28][CH2:27][CH2:26][CH2:25][CH2:24][C:23]3=[O:29])=[N:11][CH:10]=2)=[CH:6][CH:7]=1. (3) Given the reactants Br[C:2]1[O:6][C:5]([CH:7]=[C:8]2[C:16]3[C:11](=[CH:12][CH:13]=[C:14]([Cl:17])[CH:15]=3)[NH:10][C:9]2=[O:18])=[CH:4][CH:3]=1.C([O-])([O-])=O.[Cs+].[Cs+].[CH3:25][N:26]([CH3:36])[C:27]1[N:32]=[CH:31][C:30](B(O)O)=[CH:29][CH:28]=1, predict the reaction product. The product is: [Cl:17][C:14]1[CH:15]=[C:16]2[C:11](=[CH:12][CH:13]=1)[NH:10][C:9](=[O:18])[C:8]2=[CH:7][C:5]1[O:6][C:2]([C:30]2[CH:31]=[N:32][C:27]([N:26]([CH3:36])[CH3:25])=[CH:28][CH:29]=2)=[CH:3][CH:4]=1. (4) Given the reactants [CH3:1][O:2][C:3]([C@@H:5]1[CH2:9][C@@H:8]([S:10]([C:13]2[CH:18]=[CH:17][CH:16]=[CH:15][C:14]=2[C:19]([F:22])([F:21])[F:20])(=[O:12])=[O:11])[CH2:7][N:6]1[C:23](=S)[CH2:24][C:25](=O)[CH3:26])=[O:4].[F:29][C:30]([F:35])([F:34])[CH2:31][NH:32][NH2:33], predict the reaction product. The product is: [CH3:1][O:2][C:3]([C@@H:5]1[CH2:9][C@@H:8]([S:10]([C:13]2[CH:18]=[CH:17][CH:16]=[CH:15][C:14]=2[C:19]([F:20])([F:21])[F:22])(=[O:12])=[O:11])[CH2:7][N:6]1[C:23]1[N:32]([CH2:31][C:30]([F:35])([F:34])[F:29])[N:33]=[C:25]([CH3:26])[CH:24]=1)=[O:4].